Dataset: Reaction yield outcomes from USPTO patents with 853,638 reactions. Task: Predict the reaction yield, written as a fraction of the theoretical maximum amount of product (1.0 means a 100% yield; for example, 0.34 means a 34% yield). (1) The yield is 0.220. The reactants are [Cl:1][C:2]1[CH:3]=[C:4]([CH:9]=[C:10]([Cl:29])[C:11]=1[C:12]([C:14]1[C:22]2[C:17](=[C:18]([NH:23][C:24]([CH:26]3[CH2:28][CH2:27]3)=[O:25])[N:19]=[CH:20][CH:21]=2)[NH:16][CH:15]=1)=[O:13])[C:5](OC)=[O:6].[BH4-].[Na+]. The product is [Cl:1][C:2]1[CH:3]=[C:4]([CH2:5][OH:6])[CH:9]=[C:10]([Cl:29])[C:11]=1[C:12]([C:14]1[C:22]2[C:17](=[C:18]([NH:23][C:24]([CH:26]3[CH2:28][CH2:27]3)=[O:25])[N:19]=[CH:20][CH:21]=2)[NH:16][CH:15]=1)=[O:13]. The catalyst is O1CCOCC1.O. (2) The catalyst is C(O)C. The product is [NH2:21][C:16]1[CH:17]=[N:18][C:19]2[C:14]([C:15]=1[NH:24][C:25]1[CH:26]=[C:27]([CH:33]=[CH:34][CH:35]=1)[C:28]([O:30][CH2:31][CH3:32])=[O:29])=[CH:13][CH:12]=[C:11]([C:6]1[C:7]([O:9][CH3:10])=[N:8][C:3]([O:2][CH3:1])=[N:4][CH:5]=1)[CH:20]=2. The yield is 0.218. The reactants are [CH3:1][O:2][C:3]1[N:8]=[C:7]([O:9][CH3:10])[C:6]([C:11]2[CH:20]=[C:19]3[C:14]([C:15]([NH:24][C:25]4[CH:26]=[C:27]([CH:33]=[CH:34][CH:35]=4)[C:28]([O:30][CH2:31][CH3:32])=[O:29])=[C:16]([N+:21]([O-])=O)[CH:17]=[N:18]3)=[CH:13][CH:12]=2)=[CH:5][N:4]=1.O.O.[Sn](Cl)Cl.C(=O)([O-])[O-].[Na+].[Na+].ClCCl. (3) The catalyst is [Pd].CO. The reactants are [CH3:1][C:2]1[N:7]2[N:8]=[C:9]([CH:11]=[CH:12][C:13]3[N:17]([CH3:18])[N:16]=[C:15]([N:19]([CH2:21][CH3:22])[CH3:20])[N:14]=3)[N:10]=[C:6]2[C:5]([CH3:23])=[N:4][CH:3]=1.C(Cl)Cl.CO. The product is [CH3:1][C:2]1[N:7]2[N:8]=[C:9]([CH2:11][CH2:12][C:13]3[N:17]([CH3:18])[N:16]=[C:15]([N:19]([CH2:21][CH3:22])[CH3:20])[N:14]=3)[N:10]=[C:6]2[C:5]([CH3:23])=[N:4][CH:3]=1. The yield is 0.497. (4) The catalyst is O1CCCC1. The product is [S:8]1[CH:9]=[CH:10][N:11]=[C:7]1[C:14]([C@H:16]1[CH2:17][N:18]([C@@H:22]([C:24]2[CH:29]=[CH:28][CH:27]=[CH:26][CH:25]=2)[CH3:23])[C:19](=[O:21])[CH2:20]1)=[O:15]. The yield is 0.360. The reactants are C([Li])CCC.Br[C:7]1[S:8][CH:9]=[CH:10][N:11]=1.CN(OC)[C:14]([CH:16]1[CH2:20][C:19](=[O:21])[N:18]([C@@H:22]([C:24]2[CH:29]=[CH:28][CH:27]=[CH:26][CH:25]=2)[CH3:23])[CH2:17]1)=[O:15].Cl. (5) The reactants are CC(C)([O-])C.[K+].[CH:7]([N:10]1[CH2:15][CH2:14][CH:13]([OH:16])[CH2:12][CH2:11]1)([CH3:9])[CH3:8].[CH2:17]([N:24]1[CH2:33][CH2:32][C:31]2[N:30]=[C:29](Cl)[CH:28]=[CH:27][C:26]=2[CH2:25]1)[C:18]1[CH:23]=[CH:22][CH:21]=[CH:20][CH:19]=1. The catalyst is O1CCCC1. The product is [CH2:17]([N:24]1[CH2:33][CH2:32][C:31]2[N:30]=[C:29]([O:16][CH:13]3[CH2:14][CH2:15][N:10]([CH:7]([CH3:9])[CH3:8])[CH2:11][CH2:12]3)[CH:28]=[CH:27][C:26]=2[CH2:25]1)[C:18]1[CH:19]=[CH:20][CH:21]=[CH:22][CH:23]=1. The yield is 0.900. (6) The reactants are [CH2:1]([C:8]1[C:13](=[O:14])[N:12]2[CH2:15][CH2:16][CH2:17][CH2:18][C:11]2=[N:10][C:9]=1[CH:19]([OH:22])[CH2:20][CH3:21])[C:2]1[CH:7]=[CH:6][CH:5]=[CH:4][CH:3]=1.C(N(CC)CC)C.[CH3:30][S:31](Cl)(=[O:33])=[O:32]. The catalyst is C(Cl)Cl. The product is [CH3:30][S:31]([O:22][CH:19]([C:9]1[N:10]=[C:11]2[CH2:18][CH2:17][CH2:16][CH2:15][N:12]2[C:13](=[O:14])[C:8]=1[CH2:1][C:2]1[CH:7]=[CH:6][CH:5]=[CH:4][CH:3]=1)[CH2:20][CH3:21])(=[O:33])=[O:32]. The yield is 1.00.